From a dataset of Forward reaction prediction with 1.9M reactions from USPTO patents (1976-2016). Predict the product of the given reaction. (1) Given the reactants [Cl:1][C:2]1[CH:7]=[C:6]([F:8])[CH:5]=[CH:4][C:3]=1[CH:9]1[CH2:14][CH:13]([NH:15][C:16](=[O:23])[C:17]2[CH:22]=[CH:21][CH:20]=[CH:19][N:18]=2)[CH:12]([OH:24])[CH2:11][CH2:10]1.CC(OI1(OC(C)=O)(OC(C)=O)OC(=O)C2C=CC=CC1=2)=O, predict the reaction product. The product is: [Cl:1][C:2]1[CH:7]=[C:6]([F:8])[CH:5]=[CH:4][C:3]=1[CH:9]1[CH2:14][CH:13]([NH:15][C:16](=[O:23])[C:17]2[CH:22]=[CH:21][CH:20]=[CH:19][N:18]=2)[C:12](=[O:24])[CH2:11][CH2:10]1. (2) The product is: [Cl:1][C:2]1[C:3]([CH2:31][N:32]2[CH2:33][CH2:34][N:35]([CH:40]3[CH2:41][O:38][CH2:39]3)[CH2:36][CH2:37]2)=[C:4]([C:27]([F:30])([F:28])[F:29])[CH:5]=[C:6]2[C:11]=1[NH:10][C:9](=[O:12])[N:8]([CH2:13][C:14]1[CH:19]=[C:18]([Cl:20])[CH:17]=[CH:16][C:15]=1[S:21]([CH2:24][CH3:25])(=[O:23])=[O:22])[C:7]2=[O:26]. Given the reactants [Cl:1][C:2]1[C:3]([CH2:31][N:32]2[CH2:37][CH2:36][NH:35][CH2:34][CH2:33]2)=[C:4]([C:27]([F:30])([F:29])[F:28])[CH:5]=[C:6]2[C:11]=1[NH:10][C:9](=[O:12])[N:8]([CH2:13][C:14]1[CH:19]=[C:18]([Cl:20])[CH:17]=[CH:16][C:15]=1[S:21]([CH2:24][CH3:25])(=[O:23])=[O:22])[C:7]2=[O:26].[O:38]1[CH2:41][C:40](=O)[CH2:39]1, predict the reaction product. (3) Given the reactants [NH2:1][C@H:2]1[CH2:7][CH2:6][C@H:5]([NH:8][C:9]([C:11]2[C:15]3[N:16]=[CH:17][N:18]=[C:19]([C:20]4[CH:25]=[C:24]([CH:26]([F:28])[F:27])[CH:23]=[CH:22][C:21]=4[O:29][CH2:30][CH:31]4[CH2:33][CH2:32]4)[C:14]=3[NH:13][C:12]=2[CH3:34])=[O:10])[C@H:4]([F:35])[CH2:3]1.[C:36](Cl)(=[O:39])[CH2:37][CH3:38], predict the reaction product. The product is: [CH:31]1([CH2:30][O:29][C:21]2[CH:22]=[CH:23][C:24]([CH:26]([F:28])[F:27])=[CH:25][C:20]=2[C:19]2[C:14]3[NH:13][C:12]([CH3:34])=[C:11]([C:9]([NH:8][C@H:5]4[CH2:6][CH2:7][C@H:2]([NH:1][C:36](=[O:39])[CH2:37][CH3:38])[CH2:3][C@H:4]4[F:35])=[O:10])[C:15]=3[N:16]=[CH:17][N:18]=2)[CH2:32][CH2:33]1.